This data is from Catalyst prediction with 721,799 reactions and 888 catalyst types from USPTO. The task is: Predict which catalyst facilitates the given reaction. (1) Reactant: [Si:1](Cl)([C:4]([CH3:7])([CH3:6])[CH3:5])([CH3:3])[CH3:2].[OH:9][CH2:10][C@@H:11]1[CH:26]=[C:25]2[C@@H:15]([CH2:16][C:17]3[C:27]4[C:20](=[CH:21][CH:22]=[CH:23][C:24]2=4)[NH:19][CH:18]=3)[N:13]([CH3:14])[CH2:12]1.C(N(CC)CC)C.O. Product: [O:9]([CH2:10][C@@H:11]1[CH:26]=[C:25]2[C@@H:15]([CH2:16][C:17]3[C:27]4[C:20](=[CH:21][CH:22]=[CH:23][C:24]2=4)[NH:19][CH:18]=3)[N:13]([CH3:14])[CH2:12]1)[Si:1]([C:4]([CH3:7])([CH3:6])[CH3:5])([CH3:3])[CH3:2]. The catalyst class is: 9. (2) Reactant: C(OC(=O)[NH:7][CH:8]([CH2:40][C:41]1[CH:46]=[CH:45][CH:44]=[CH:43][CH:42]=1)[CH:9]([OH:39])[CH2:10][N:11]1[CH2:16][CH2:15][CH2:14][CH:13]([C:17](=[O:38])[NH:18][CH:19]([CH2:29][CH2:30][CH2:31][C:32]2[CH:37]=[CH:36][CH:35]=[CH:34][CH:33]=2)[CH2:20][CH2:21][CH2:22][C:23]2[CH:28]=[CH:27][CH:26]=[CH:25][CH:24]=2)[CH2:12]1)(C)(C)C.FC(F)(F)C(O)=O. Product: [C:32]1([CH2:31][CH2:30][CH2:29][CH:19]([NH:18][C:17]([CH:13]2[CH2:14][CH2:15][CH2:16][N:11]([CH2:10][CH:9]([OH:39])[CH:8]([NH2:7])[CH2:40][C:41]3[CH:46]=[CH:45][CH:44]=[CH:43][CH:42]=3)[CH2:12]2)=[O:38])[CH2:20][CH2:21][CH2:22][C:23]2[CH:28]=[CH:27][CH:26]=[CH:25][CH:24]=2)[CH:37]=[CH:36][CH:35]=[CH:34][CH:33]=1. The catalyst class is: 2. (3) Reactant: C(N(CC)CC)C.[Br:8][C:9]1[CH:10]=[CH:11][C:12]([F:26])=[C:13]([C:15]2[NH:24][C:23](=O)[C:22]3[C:17](=[N:18][CH:19]=[CH:20][N:21]=3)[N:16]=2)[CH:14]=1.[NH2:27][C:28]1[CH:33]=[CH:32][N:31]=[CH:30][CH:29]=1.C1CN([P+](ON2N=NC3C=CC=CC2=3)(N2CCCC2)N2CCCC2)CC1.F[P-](F)(F)(F)(F)F. Product: [Br:8][C:9]1[CH:10]=[CH:11][C:12]([F:26])=[C:13]([C:15]2[N:24]=[C:23]([NH:27][C:28]3[CH:33]=[CH:32][N:31]=[CH:30][CH:29]=3)[C:22]3[C:17](=[N:18][CH:19]=[CH:20][N:21]=3)[N:16]=2)[CH:14]=1. The catalyst class is: 2. (4) Reactant: [CH3:1][O:2][C:3](=[O:19])[C@@H:4]([NH2:18])[CH2:5][C:6]1[CH:11]=[CH:10][C:9]([C:12]2[CH:17]=[CH:16][CH:15]=[CH:14][CH:13]=2)=[CH:8][CH:7]=1.[Br:20][C:21]1[CH:29]=[CH:28][C:24](C(O)=O)=[CH:23][CH:22]=1.CN(C)[CH:32]=[O:33].C(N(C(C)C)CC)(C)C. Product: [CH3:1][O:2][C:3](=[O:19])[C@@H:4]([NH:18][C:32](=[O:33])[C:28]1[CH:29]=[C:21]([Br:20])[CH:22]=[CH:23][CH:24]=1)[CH2:5][C:6]1[CH:11]=[CH:10][C:9]([C:12]2[CH:17]=[CH:16][CH:15]=[CH:14][CH:13]=2)=[CH:8][CH:7]=1. The catalyst class is: 6. (5) Reactant: [Cl:1][C:2]1[CH:7]=[CH:6][C:5]([C:8]2[C:9](=[O:30])[N:10]([CH2:18][C:19]([NH:21][C:22]3[CH:27]=[CH:26][C:25]([F:28])=[C:24]([F:29])[CH:23]=3)=[O:20])[C:11]3([CH2:17][CH2:16][NH:15][CH2:14][CH2:13]3)[N:12]=2)=[CH:4][CH:3]=1.C=O.[C:33](O[BH-](OC(=O)C)OC(=O)C)(=O)C.[Na+]. Product: [Cl:1][C:2]1[CH:7]=[CH:6][C:5]([C:8]2[C:9](=[O:30])[N:10]([CH2:18][C:19]([NH:21][C:22]3[CH:27]=[CH:26][C:25]([F:28])=[C:24]([F:29])[CH:23]=3)=[O:20])[C:11]3([CH2:17][CH2:16][N:15]([CH3:33])[CH2:14][CH2:13]3)[N:12]=2)=[CH:4][CH:3]=1. The catalyst class is: 5. (6) Reactant: [C:1]([SiH2:5][O:6][C:7]([CH3:27])([CH3:26])[C:8]12[O:15][C:12]([C:16]([CH3:24])([CH3:23])[O:17][SiH2:18][C:19]([CH3:22])([CH3:21])[CH3:20])([CH:13]=[CH:14]1)[CH2:11][C:10](=[O:25])[CH2:9]2)([CH3:4])([CH3:3])[CH3:2].[Li+].C[Si]([N-][Si](C)(C)C)(C)C.[F:38][C:39]([F:58])([F:57])[S:40](N(C1C=CC=CN=1)[S:40]([C:39]([F:58])([F:57])[F:38])(=[O:42])=[O:41])(=[O:42])=[O:41].[NH4+].[Cl-]. Product: [C:1]([SiH2:5][O:6][C:7]([CH3:27])([CH3:26])[C:8]12[O:15][C:12]([C:16]([CH3:24])([CH3:23])[O:17][SiH2:18][C:19]([CH3:22])([CH3:21])[CH3:20])([CH:13]=[CH:14]1)[CH2:11][C:10]([O:25][S:40]([C:39]([F:58])([F:57])[F:38])(=[O:42])=[O:41])=[CH:9]2)([CH3:4])([CH3:3])[CH3:2]. The catalyst class is: 49. (7) Reactant: [Cl:1][C:2]1[CH:7]=[CH:6][CH:5]=[CH:4][C:3]=1[CH:8]([N:11]1[CH2:16][CH2:15][C:14]2[S:17][CH:18]=[CH:19][C:13]=2[CH2:12]1)[CH2:9]O.S(Cl)([Cl:22])=O. Product: [Cl:22][CH2:9][CH:8]([N:11]1[CH2:16][CH2:15][C:14]2[S:17][CH:18]=[CH:19][C:13]=2[CH2:12]1)[C:3]1[CH:4]=[CH:5][CH:6]=[CH:7][C:2]=1[Cl:1]. The catalyst class is: 1.